Predict the reactants needed to synthesize the given product. From a dataset of Full USPTO retrosynthesis dataset with 1.9M reactions from patents (1976-2016). (1) The reactants are: [Br:1][C:2]1[C:10]2[C:9](Cl)=[N:8][CH:7]=[N:6][C:5]=2[S:4][C:3]=1[C:12]1[CH:17]=[CH:16][CH:15]=[C:14]([F:18])[C:13]=1[F:19].[OH:20][C@H:21]([CH2:27][C:28]1[CH:33]=[CH:32][CH:31]=[CH:30][C:29]=1[O:34][CH:35]1[CH2:40][CH2:39][CH2:38][CH2:37][O:36]1)[C:22]([O:24][CH2:25][CH3:26])=[O:23].C([O-])([O-])=O.[Cs+].[Cs+].Cl. Given the product [Br:1][C:2]1[C:10]2[C:9]([O:20][C@H:21]([CH2:27][C:28]3[CH:33]=[CH:32][CH:31]=[CH:30][C:29]=3[O:34][CH:35]3[CH2:40][CH2:39][CH2:38][CH2:37][O:36]3)[C:22]([O:24][CH2:25][CH3:26])=[O:23])=[N:8][CH:7]=[N:6][C:5]=2[S:4][C:3]=1[C:12]1[CH:17]=[CH:16][CH:15]=[C:14]([F:18])[C:13]=1[F:19], predict the reactants needed to synthesize it. (2) Given the product [CH3:24][N:23]([CH3:25])[CH2:22][CH2:21][N:8]1[CH:7]=[C:6]2[C:10]([CH:11]=[CH:12][C:4]([N+:1]([O-:3])=[O:2])=[CH:5]2)=[N:9]1, predict the reactants needed to synthesize it. The reactants are: [N+:1]([C:4]1[CH:5]=[C:6]2[C:10](=[CH:11][CH:12]=1)[NH:9][N:8]=[CH:7]2)([O-:3])=[O:2].C(=O)([O-])[O-].[K+].[K+].Cl.Cl[CH2:21][CH2:22][N:23]([CH3:25])[CH3:24]. (3) Given the product [Cl:1][C:2]1[CH:3]=[CH:4][C:5]2[N:6]([C:8]([CH2:18][C:19]3[C:23]([CH3:24])=[N:22][N:21]([CH3:25])[N:20]=3)=[C:9]([C:11]3[CH:12]=[CH:13][C:14]([Cl:17])=[CH:15][CH:16]=3)[N:10]=2)[CH:7]=1, predict the reactants needed to synthesize it. The reactants are: [Cl:1][C:2]1[CH:3]=[CH:4][C:5]2[N:6]([C:8]([CH2:18][C:19]3[C:23]([CH3:24])=[N:22][NH:21][N:20]=3)=[C:9]([C:11]3[CH:16]=[CH:15][C:14]([Cl:17])=[CH:13][CH:12]=3)[N:10]=2)[CH:7]=1.[C:25](=O)([O-])[O-].[K+].[K+].CI.C(I)C.